From a dataset of Forward reaction prediction with 1.9M reactions from USPTO patents (1976-2016). Predict the product of the given reaction. (1) Given the reactants [CH3:1][Si:2]([CH3:23])([CH3:22])[CH2:3][CH2:4][O:5][C:6]([N:8]1[CH2:13][CH2:12][CH:11]([C:14]2[CH:19]=[CH:18][CH:17]=[C:16]([CH2:20][NH2:21])[CH:15]=2)[CH2:10][CH2:9]1)=[O:7].[C:24]([O-:27])(O)=[O:25].[Na+], predict the reaction product. The product is: [CH3:1][Si:2]([CH3:23])([CH3:22])[CH2:3][CH2:4][O:5][C:6]([N:8]1[CH2:13][CH2:12][CH:11]([C:14]2[CH:19]=[CH:18][CH:17]=[C:16]([CH2:20][NH:21][C:24]([O:27][C:11]([CH3:14])([CH3:12])[CH3:10])=[O:25])[CH:15]=2)[CH2:10][CH2:9]1)=[O:7]. (2) Given the reactants [CH3:1][C:2]1[CH:10]=[CH:9][CH:8]=[C:7]([N+:11]([O-:13])=[O:12])[C:3]=1[C:4]([OH:6])=O.O=S(Cl)Cl.[NH2:18][C:19]1[C:20]([CH3:25])=[CH:21][CH:22]=[CH:23][CH:24]=1.C([O-])(O)=O.[Na+], predict the reaction product. The product is: [CH3:1][C:2]1[CH:10]=[CH:9][CH:8]=[C:7]([N+:11]([O-:13])=[O:12])[C:3]=1[C:4]([NH:18][C:19]1[CH:24]=[CH:23][CH:22]=[CH:21][C:20]=1[CH3:25])=[O:6].